This data is from Catalyst prediction with 721,799 reactions and 888 catalyst types from USPTO. The task is: Predict which catalyst facilitates the given reaction. (1) Reactant: [F:1][C:2]([F:18])([F:17])[C:3]1[O:7][N:6]=[C:5]([C:8]2[CH:9]=[C:10]([CH:14]=[CH:15][CH:16]=2)[C:11]([OH:13])=O)[N:4]=1.CN(C(ON1N=NC2C=CC=NC1=2)=[N+](C)C)C.F[P-](F)(F)(F)(F)F.[CH2:43]([CH:50]1[CH2:55][CH2:54][CH2:53][NH:52][CH2:51]1)[C:44]1[CH:49]=[CH:48][CH:47]=[CH:46][CH:45]=1.CN1CCOCC1. Product: [CH2:43]([CH:50]1[CH2:55][CH2:54][CH2:53][N:52]([C:11]([C:10]2[CH:14]=[CH:15][CH:16]=[C:8]([C:5]3[N:4]=[C:3]([C:2]([F:1])([F:18])[F:17])[O:7][N:6]=3)[CH:9]=2)=[O:13])[CH2:51]1)[C:44]1[CH:49]=[CH:48][CH:47]=[CH:46][CH:45]=1. The catalyst class is: 31. (2) Reactant: C([O:3][C:4]([C:6]1[CH:7]=[N:8][C:9]2[N:10]([N:12]=[C:13]([NH2:21])[C:14]=2[C:15]2[CH:20]=[CH:19][CH:18]=[CH:17][N:16]=2)[CH:11]=1)=[O:5])C.[OH-].[K+].[ClH:24].CCOCC. Product: [ClH:24].[NH2:21][C:13]1[C:14]([C:15]2[CH:20]=[CH:19][CH:18]=[CH:17][N:16]=2)=[C:9]2[N:8]=[CH:7][C:6]([C:4]([OH:5])=[O:3])=[CH:11][N:10]2[N:12]=1. The catalyst class is: 8. (3) Reactant: [CH2:1]([O:8][CH2:9][CH2:10][CH:11]1[N:16]2[C:17](=[O:26])[N:18]([CH:23]([CH3:25])[CH3:24])[C:19](=[O:22])[C:20]([OH:21])=[C:15]2[C:14](=[O:27])[N:13]([CH2:28][C:29]2[CH:34]=[CH:33][C:32]([F:35])=[CH:31][CH:30]=2)[CH2:12]1)[C:2]1[CH:7]=[CH:6][CH:5]=[CH:4][CH:3]=1.C(N(C(C)C)CC)(C)C.[CH3:45][C:46]([CH3:51])([CH3:50])[C:47](Cl)=[O:48].CO. Product: [C:47]([O:21][C:20]1[C:19](=[O:22])[N:18]([CH:23]([CH3:25])[CH3:24])[C:17](=[O:26])[N:16]2[CH:11]([CH2:10][CH2:9][O:8][CH2:1][C:2]3[CH:3]=[CH:4][CH:5]=[CH:6][CH:7]=3)[CH2:12][N:13]([CH2:28][C:29]3[CH:30]=[CH:31][C:32]([F:35])=[CH:33][CH:34]=3)[C:14](=[O:27])[C:15]=12)(=[O:48])[C:46]([CH3:51])([CH3:50])[CH3:45]. The catalyst class is: 4.